This data is from Full USPTO retrosynthesis dataset with 1.9M reactions from patents (1976-2016). The task is: Predict the reactants needed to synthesize the given product. (1) Given the product [Cl:1][CH2:2][CH:3]1[C:11]2[C:10]3[C:12]([N+:16]([O-:18])=[O:17])=[CH:13][CH:14]=[CH:15][C:9]=3[C:8]([N+:19]([O-:21])=[O:20])=[CH:7][C:6]=2[NH:5][CH2:4]1, predict the reactants needed to synthesize it. The reactants are: [Cl:1][CH2:2][CH:3]1[C:11]2[C:10]3[C:12]([N+:16]([O-:18])=[O:17])=[CH:13][CH:14]=[CH:15][C:9]=3[CH:8]=[CH:7][C:6]=2[NH:5][CH2:4]1.[N+:19]([O-])([O-:21])=[O:20].[K+]. (2) The reactants are: [Se-2:1].[Na+].[Na+].Cl[C:5]([C:11]([CH3:14])([CH3:13])[CH3:12])=[CH:6][C:7]([O:9]C)=O.Cl[CH2:16][C:17]#[N:18].C[O-].[Na+].Cl. Given the product [C:11]([C:5]1[Se:1][C:16]([C:17]#[N:18])=[C:7]([OH:9])[CH:6]=1)([CH3:14])([CH3:13])[CH3:12], predict the reactants needed to synthesize it. (3) Given the product [Br:1][C:2]1[CH:7]=[C:6]([CH3:8])[C:5]([N:9]2[C:13]3=[N:14][C:15]([CH3:27])=[CH:16][C:17]([N:18]4[CH2:19][CH2:20][CH:21]([CH2:24][CH2:25][O:26][S:31]([CH3:30])(=[O:33])=[O:32])[CH2:22][CH2:23]4)=[C:12]3[C:11]([CH3:28])=[CH:10]2)=[C:4]([CH3:29])[CH:3]=1, predict the reactants needed to synthesize it. The reactants are: [Br:1][C:2]1[CH:7]=[C:6]([CH3:8])[C:5]([N:9]2[C:13]3=[N:14][C:15]([CH3:27])=[CH:16][C:17]([N:18]4[CH2:23][CH2:22][CH:21]([CH2:24][CH2:25][OH:26])[CH2:20][CH2:19]4)=[C:12]3[C:11]([CH3:28])=[CH:10]2)=[C:4]([CH3:29])[CH:3]=1.[CH3:30][S:31](Cl)(=[O:33])=[O:32].N1C=CC=CC=1.O. (4) Given the product [F:1][C:2]1[CH:3]=[C:4]([NH:19][C:20](=[O:31])[CH2:21][C:22](=[O:23])[NH:24][C:25]2[CH:30]=[CH:29][CH:28]=[CH:27][CH:26]=2)[CH:5]=[CH:6][C:7]=1[O:8][C:9]1[CH:14]=[CH:13][N:12]=[C:11]2[CH:15]=[C:16]([C:35]3[CH:34]=[CH:33][CH:38]=[CH:37][N+:36]=3[O-:39])[S:17][C:10]=12, predict the reactants needed to synthesize it. The reactants are: [F:1][C:2]1[CH:3]=[C:4]([NH:19][C:20](=[O:31])[CH2:21][C:22]([NH:24][C:25]2[CH:30]=[CH:29][CH:28]=[CH:27][CH:26]=2)=[O:23])[CH:5]=[CH:6][C:7]=1[O:8][C:9]1[CH:14]=[CH:13][N:12]=[C:11]2[CH:15]=[C:16](I)[S:17][C:10]=12.Br[C:33]1[CH:38]=[CH:37][N+:36]([O-:39])=[CH:35][CH:34]=1.